From a dataset of NCI-60 drug combinations with 297,098 pairs across 59 cell lines. Regression. Given two drug SMILES strings and cell line genomic features, predict the synergy score measuring deviation from expected non-interaction effect. Drug 1: C1=NC2=C(N1)C(=S)N=C(N2)N. Drug 2: N.N.Cl[Pt+2]Cl. Cell line: SN12C. Synergy scores: CSS=16.1, Synergy_ZIP=-6.98, Synergy_Bliss=-6.28, Synergy_Loewe=-12.6, Synergy_HSA=-6.23.